Dataset: Aqueous solubility values for 9,982 compounds from the AqSolDB database. Task: Regression/Classification. Given a drug SMILES string, predict its absorption, distribution, metabolism, or excretion properties. Task type varies by dataset: regression for continuous measurements (e.g., permeability, clearance, half-life) or binary classification for categorical outcomes (e.g., BBB penetration, CYP inhibition). For this dataset (solubility_aqsoldb), we predict Y. The compound is Cc1cccc2cc3ccccc3cc12. The Y is -5.85 log mol/L.